This data is from Human liver microsome stability data. The task is: Regression/Classification. Given a drug SMILES string, predict its absorption, distribution, metabolism, or excretion properties. Task type varies by dataset: regression for continuous measurements (e.g., permeability, clearance, half-life) or binary classification for categorical outcomes (e.g., BBB penetration, CYP inhibition). Dataset: hlm. (1) The compound is CCS(=O)(=O)c1ccc2oc(-c3ccc4c(c3)CCC4)nc2c1. The result is 1 (stable in human liver microsomes). (2) The molecule is CC(C)CCc1nn(CCC(C)C)c(=O)c(C2=NS(=O)(=O)c3cc(NS(C)(=O)=O)ccc3N2)c1O. The result is 1 (stable in human liver microsomes). (3) The drug is Cc1cc(-c2ccc(C#N)cc2)cc(C)c1Nc1ccnc(Nc2ccc(C#N)cc2)n1. The result is 1 (stable in human liver microsomes).